This data is from CYP2C9 inhibition data for predicting drug metabolism from PubChem BioAssay. The task is: Regression/Classification. Given a drug SMILES string, predict its absorption, distribution, metabolism, or excretion properties. Task type varies by dataset: regression for continuous measurements (e.g., permeability, clearance, half-life) or binary classification for categorical outcomes (e.g., BBB penetration, CYP inhibition). Dataset: cyp2c9_veith. (1) The compound is c1ccc(CNc2ccnc(-c3ccc4c(c3)OCO4)n2)cc1. The result is 0 (non-inhibitor). (2) The drug is O=C(O)c1ccc(C(=O)c2ccccc2)c(C(=O)O)c1. The result is 0 (non-inhibitor). (3) The molecule is Cc1ccc(Cn2cnc3c(nnn3Cc3ccc(Cl)cc3)c2=O)cc1. The result is 0 (non-inhibitor). (4) The molecule is Cn1c(=O)c(-c2ccc(F)cc2)nc2cnc(Oc3ccccc3)nc21. The result is 0 (non-inhibitor). (5) The molecule is COc1ccc2[nH]cc(CCNc3ncnc4ccc(-c5ccccc5OC)cc34)c2c1. The result is 1 (inhibitor). (6) The compound is CC1CCN(c2ccc(/C=N/n3nnnc3N)cc2[N+](=O)[O-])CC1. The result is 0 (non-inhibitor). (7) The molecule is CN1CCC2(CC1)CCN(C(=O)c1cccc(F)c1)CC2. The result is 0 (non-inhibitor).